Task: Predict the product of the given reaction.. Dataset: Forward reaction prediction with 1.9M reactions from USPTO patents (1976-2016) (1) The product is: [NH:34]1[CH2:35][CH2:36][CH2:37][CH:32]([CH2:31][O:30][C:26]2[CH:25]=[C:24]([C:20]3[N:19]=[C:18]([NH:17][C:13]4[CH:12]=[C:11]5[C:16](=[CH:15][CH:14]=4)[NH:8][N:9]=[CH:10]5)[CH:23]=[CH:22][N:21]=3)[CH:29]=[CH:28][CH:27]=2)[CH2:33]1. Given the reactants C(OC([N:8]1[C:16]2[C:11](=[CH:12][C:13]([N:17](C(OC(C)(C)C)=O)[C:18]3[CH:23]=[CH:22][N:21]=[C:20]([C:24]4[CH:29]=[CH:28][CH:27]=[C:26]([O:30][CH2:31][CH:32]5[CH2:37][CH2:36][CH2:35][N:34](C(OC(C)(C)C)=O)[CH2:33]5)[CH:25]=4)[N:19]=3)=[CH:14][CH:15]=2)[CH:10]=[N:9]1)=O)(C)(C)C, predict the reaction product. (2) Given the reactants C[Si]([N-][Si](C)(C)C)(C)C.[Li+].[Br:11][C:12]1[CH:13]=[C:14]([NH:18][C:19]2[C:39]([CH:40]3[CH2:42][CH2:41]3)=[CH:38][C:22]3[C:23]([C:33]([O:35][CH2:36][CH3:37])=[O:34])=[C:24]([C:26]4[CH:31]=[CH:30][C:29]([F:32])=[CH:28][CH:27]=4)[O:25][C:21]=3[CH:20]=2)[CH:15]=[CH:16][CH:17]=1.[CH3:43][S:44](Cl)(=[O:46])=[O:45].O, predict the reaction product. The product is: [Br:11][C:12]1[CH:13]=[C:14]([N:18]([C:19]2[C:39]([CH:40]3[CH2:42][CH2:41]3)=[CH:38][C:22]3[C:23]([C:33]([O:35][CH2:36][CH3:37])=[O:34])=[C:24]([C:26]4[CH:27]=[CH:28][C:29]([F:32])=[CH:30][CH:31]=4)[O:25][C:21]=3[CH:20]=2)[S:44]([CH3:43])(=[O:46])=[O:45])[CH:15]=[CH:16][CH:17]=1. (3) Given the reactants [Cl:1][C:2]1[C:3]([F:33])=[C:4]([NH:8][C:9]2[C:18]3[C:13](=[CH:14][C:15]([O:31][CH3:32])=[C:16]([CH2:19][N:20]([C@@H:26]([CH3:30])[CH2:27][O:28][CH3:29])[C@@H](C(O)=O)C)[CH:17]=3)[N:12]=[CH:11][N:10]=2)[CH:5]=[CH:6][CH:7]=1.ClC1C(F)=C(C=CC=1)NC1C2C(=CC(OC)=C(C=O)C=2)N=CN=1, predict the reaction product. The product is: [Cl:1][C:2]1[C:3]([F:33])=[C:4]([NH:8][C:9]2[C:18]3[C:13](=[CH:14][C:15]([O:31][CH3:32])=[C:16]([CH2:19][NH:20][C@@H:26]([CH3:30])[CH2:27][O:28][CH3:29])[CH:17]=3)[N:12]=[CH:11][N:10]=2)[CH:5]=[CH:6][CH:7]=1. (4) Given the reactants [F:1][C:2]([F:11])([F:10])[C:3](=[O:9])[C:4]([O:6][CH2:7][CH3:8])=[O:5].[CH:12]([Mg]Br)=[CH2:13], predict the reaction product. The product is: [CH2:7]([O:6][C:4](=[O:5])[C:3]([OH:9])([C:2]([F:10])([F:11])[F:1])[CH:12]=[CH2:13])[CH3:8]. (5) Given the reactants [NH2:1][C:2]1[CH:18]=[CH:17][CH:16]=[CH:15][C:3]=1[C:4]([NH:6][C:7]1[CH:12]=[CH:11][C:10]([O:13][CH3:14])=[CH:9][CH:8]=1)=[O:5].[C:19]([C:22]1[CH:30]=[CH:29][C:25]([C:26](O)=[O:27])=[CH:24][CH:23]=1)(=[O:21])[CH3:20], predict the reaction product. The product is: [C:19]([C:22]1[CH:30]=[CH:29][C:25]([C:26]([NH:1][C:2]2[CH:18]=[CH:17][CH:16]=[CH:15][C:3]=2[C:4]([NH:6][C:7]2[CH:8]=[CH:9][C:10]([O:13][CH3:14])=[CH:11][CH:12]=2)=[O:5])=[O:27])=[CH:24][CH:23]=1)(=[O:21])[CH3:20].